This data is from Full USPTO retrosynthesis dataset with 1.9M reactions from patents (1976-2016). The task is: Predict the reactants needed to synthesize the given product. (1) Given the product [CH:1]1([S:4]([O:15][CH2:8][C:9]2[CH:14]=[CH:13][CH:12]=[CH:11][CH:10]=2)(=[O:6])=[O:5])[CH2:3][CH2:2]1, predict the reactants needed to synthesize it. The reactants are: [CH:1]1([S:4](Cl)(=[O:6])=[O:5])[CH2:3][CH2:2]1.[CH2:8]([OH:15])[C:9]1[CH:14]=[CH:13][CH:12]=[CH:11][CH:10]=1.N1C=CC=CC=1. (2) Given the product [Cl:1][C:2]1[CH:10]=[C:9]2[C:5]([C:6]([C:11]([N:13]3[CH2:18][CH2:17][CH:16]([C:19]4[CH:24]=[CH:23][CH:22]=[CH:21][C:20]=4[O:25][C:26]([F:27])([F:28])[F:29])[CH2:15][CH2:14]3)=[O:12])=[CH:7][N:8]2[CH2:31][C:32]([N:34]2[CH2:39][CH2:38][N:37]([CH3:40])[CH2:36][CH2:35]2)=[O:33])=[CH:4][CH:3]=1, predict the reactants needed to synthesize it. The reactants are: [Cl:1][C:2]1[CH:10]=[C:9]2[C:5]([C:6]([C:11]([N:13]3[CH2:18][CH2:17][CH:16]([C:19]4[CH:24]=[CH:23][CH:22]=[CH:21][C:20]=4[O:25][C:26]([F:29])([F:28])[F:27])[CH2:15][CH2:14]3)=[O:12])=[CH:7][NH:8]2)=[CH:4][CH:3]=1.Cl[CH2:31][C:32]([N:34]1[CH2:39][CH2:38][N:37]([CH3:40])[CH2:36][CH2:35]1)=[O:33]. (3) Given the product [O:16]=[CH:13][CH2:14][CH2:15][C:2]1[CH:3]=[C:4]([NH:8][S:9]([CH3:12])(=[O:11])=[O:10])[CH:5]=[CH:6][CH:7]=1, predict the reactants needed to synthesize it. The reactants are: I[C:2]1[CH:3]=[C:4]([NH:8][S:9]([CH3:12])(=[O:11])=[O:10])[CH:5]=[CH:6][CH:7]=1.[CH2:13]([OH:16])[CH:14]=[CH2:15].C(=O)([O-])O.[Na+]. (4) Given the product [Cl:1][C:2]1[CH:3]=[CH:4][C:5]([C:8]2[N:12]([CH:13]([CH:24]3[CH2:29][CH2:28][CH2:27][CH2:26][CH2:25]3)[CH2:14][NH:15][C:16]3[CH:23]=[CH:22][C:19]([C:20]4[NH:46][N:45]=[N:44][N:21]=4)=[CH:18][CH:17]=3)[C:11]3[CH:30]=[C:31]([F:35])[C:32]([F:34])=[CH:33][C:10]=3[N:9]=2)=[CH:6][CH:7]=1, predict the reactants needed to synthesize it. The reactants are: [Cl:1][C:2]1[CH:7]=[CH:6][C:5]([C:8]2[N:12]([CH:13]([CH:24]3[CH2:29][CH2:28][CH2:27][CH2:26][CH2:25]3)[CH2:14][NH:15][C:16]3[CH:23]=[CH:22][C:19]([C:20]#[N:21])=[CH:18][CH:17]=3)[C:11]3[CH:30]=[C:31]([F:35])[C:32]([F:34])=[CH:33][C:10]=3[N:9]=2)=[CH:4][CH:3]=1.Cl.C(N(CC)CC)C.[N-:44]=[N+:45]=[N-:46].[Na+]. (5) Given the product [CH3:7][O:6][C:4](=[O:5])[C:3]1[CH:8]=[C:9]([CH:17]=[CH2:18])[C:10]([C:12]([F:15])([F:14])[F:13])=[CH:11][C:2]=1[NH2:1], predict the reactants needed to synthesize it. The reactants are: [NH2:1][C:2]1[CH:11]=[C:10]([C:12]([F:15])([F:14])[F:13])[C:9](I)=[CH:8][C:3]=1[C:4]([O:6][CH3:7])=[O:5].[CH2:17]([Sn](CCCC)(CCCC)C=C)[CH2:18]CC. (6) Given the product [NH2:22][C:17]1[C:16]([CH3:25])=[C:15]([C:20]([F:21])=[CH:19][CH:18]=1)[CH2:14][N:11]1[CH2:12][CH2:13][N:8]([C:6]([CH:1]2[CH2:5][CH2:4][CH2:3][CH2:2]2)=[O:7])[C@@H:9]([CH3:26])[CH2:10]1, predict the reactants needed to synthesize it. The reactants are: [CH:1]1([C:6]([N:8]2[CH2:13][CH2:12][N:11]([CH2:14][C:15]3[C:20]([F:21])=[CH:19][CH:18]=[C:17]([N+:22]([O-])=O)[C:16]=3[CH3:25])[CH2:10][C@@H:9]2[CH3:26])=[O:7])[CH2:5][CH2:4][CH2:3][CH2:2]1. (7) Given the product [F:1][C:2]1[CH:3]=[C:4]([NH:19][C:21](=[O:22])[O:23][CH2:24][C:25]2[CH:30]=[CH:29][CH:28]=[CH:27][CH:26]=2)[CH:5]=[CH:6][C:7]=1[CH:8]1[CH2:13][CH2:12][S:11](=[O:15])(=[O:14])[N:10]([CH2:16][CH:17]=[CH2:18])[CH2:9]1, predict the reactants needed to synthesize it. The reactants are: [F:1][C:2]1[CH:3]=[C:4]([NH2:19])[CH:5]=[CH:6][C:7]=1[CH:8]1[CH2:13][CH2:12][S:11](=[O:15])(=[O:14])[N:10]([CH2:16][CH:17]=[CH2:18])[CH2:9]1.Cl[C:21]([O:23][CH2:24][C:25]1[CH:30]=[CH:29][CH:28]=[CH:27][CH:26]=1)=[O:22].C(=O)(O)[O-].[Na+]. (8) Given the product [C:11]([OH:13])(=[O:12])[CH2:10][CH2:3][CH2:2][CH2:1][CH2:22][CH2:23][CH2:24]/[CH:25]=[CH:26]\[CH2:27][CH2:28][CH2:29][CH2:30][CH2:31][CH2:32][CH2:33][CH3:34].[C:11]([O:13][CH2:14][CH3:15])(=[O:12])[CH2:10][C:3]([CH2:2][C:1]([O:17][CH2:18][CH3:19])=[O:16])([C:5]([O:7][CH2:8][CH3:9])=[O:6])[OH:4], predict the reactants needed to synthesize it. The reactants are: [C:1]([O:17][CH2:18][CH3:19])(=[O:16])[CH2:2][C:3]([CH2:10][C:11]([O:13][CH2:14][CH3:15])=[O:12])([C:5]([O:7][CH2:8][CH3:9])=[O:6])[OH:4].[H-].[Na+].[C:22](Cl)(=O)[CH2:23][CH2:24][CH2:25][CH2:26][CH2:27][CH2:28][CH2:29]/[CH:30]=[CH:31]\[CH2:32][CH2:33][CH2:34]CCCCC. (9) Given the product [CH3:1][O:2][C:3]1[CH:11]=[CH:10][C:9]([CH3:12])=[CH:8][C:4]=1[C:5]([N:39]1[CH2:40][CH2:41][C:37]([CH2:36][CH2:35][N:31]2[CH2:32][CH2:33][CH2:34][N:28]([C:20]3[N:19]([CH2:18][CH2:17][O:16][CH2:14][CH3:15])[C:23]4[CH:24]=[CH:25][CH:26]=[CH:27][C:22]=4[N:21]=3)[CH2:29][CH2:30]2)([C:42]2[CH:47]=[CH:46][CH:45]=[CH:44][CH:43]=2)[CH2:38]1)=[S:6], predict the reactants needed to synthesize it. The reactants are: [CH3:1][O:2][C:3]1[CH:11]=[CH:10][C:9]([CH3:12])=[CH:8][C:4]=1[C:5](O)=[S:6].Cl.[CH2:14]([O:16][CH2:17][CH2:18][N:19]1[C:23]2[CH:24]=[CH:25][CH:26]=[CH:27][C:22]=2[N:21]=[C:20]1[N:28]1[CH2:34][CH2:33][CH2:32][N:31]([CH2:35][CH2:36][C:37]2([C:42]3[CH:47]=[CH:46][CH:45]=[CH:44][CH:43]=3)[CH2:41][CH2:40][NH:39][CH2:38]2)[CH2:30][CH2:29]1)[CH3:15]. (10) Given the product [Cl:21][C:16]1[CH:17]=[CH:18][CH:19]=[CH:20][C:15]=1[C:14]1[N:10]([C:9]2[C:4]3[S:3][C:2]([NH:32][C:31]4[CH:30]=[CH:29][C:28]([N:25]5[CH2:26][CH2:27][O:22][CH2:23][CH2:24]5)=[CH:34][CH:33]=4)=[N:6][C:5]=3[NH:7][N:8]=2)[CH:11]=[N:12][CH:13]=1, predict the reactants needed to synthesize it. The reactants are: Br[C:2]1[S:3][C:4]2[C:9]([N:10]3[C:14]([C:15]4[CH:20]=[CH:19][CH:18]=[CH:17][C:16]=4[Cl:21])=[CH:13][N:12]=[CH:11]3)=[N:8][NH:7][C:5]=2[N:6]=1.[O:22]1[CH2:27][CH2:26][N:25]([C:28]2[CH:34]=[CH:33][C:31]([NH2:32])=[CH:30][CH:29]=2)[CH2:24][CH2:23]1.